Dataset: Forward reaction prediction with 1.9M reactions from USPTO patents (1976-2016). Task: Predict the product of the given reaction. Given the reactants C([O:3][C:4](=[O:23])[C:5]([O:15][C:16]1[CH:21]=[CH:20][CH:19]=[CH:18][C:17]=1[F:22])([CH3:14])[CH2:6][C:7]1[CH:12]=[CH:11][C:10]([OH:13])=[CH:9][CH:8]=1)C.[CH3:24][C:25]1[O:29][C:28]([C:30]2[S:31][CH:32]=[CH:33][CH:34]=2)=[N:27][C:26]=1[CH2:35][CH2:36]OS(C1C=CC(C)=CC=1)(=O)=O, predict the reaction product. The product is: [F:22][C:17]1[CH:18]=[CH:19][CH:20]=[CH:21][C:16]=1[O:15][C:5]([CH3:14])([CH2:6][C:7]1[CH:8]=[CH:9][C:10]([O:13][CH2:36][CH2:35][C:26]2[N:27]=[C:28]([C:30]3[S:31][CH:32]=[CH:33][CH:34]=3)[O:29][C:25]=2[CH3:24])=[CH:11][CH:12]=1)[C:4]([OH:3])=[O:23].